Binary Classification. Given a miRNA mature sequence and a target amino acid sequence, predict their likelihood of interaction. From a dataset of Experimentally validated miRNA-target interactions with 360,000+ pairs, plus equal number of negative samples. (1) The protein sequence of the target gene is MTAIIKEIVSRNKRRYQEDGFDLDLTYIYPNIIAMGFPAERLEGVYRNNIDDVVRFLDSKHKNHYKIYNLCAERHYDTAKFNCRVAQYPFEDHNPPQLELIKPFCEDLDQWLSEDDNHVAAIHCKAGKGRTGVMICAYLLHRGKFLKAQEALDFYGEVRTRDKKGVTIPSQRRYVYYYSYLLKNHLDYRPVALLFHKMMFETIPMFSGGTCNPQFVVCQLKVKIYSSNSGPTRREDKFMYFEFPQPLPVCGDIKVEFFHKQNKMLKKDKMFHFWVNTFFIPGPEETSEKVENGSLCDQEI.... The miRNA is mmu-miR-21a-5p with sequence UAGCUUAUCAGACUGAUGUUGA. Result: 1 (interaction). (2) The miRNA is mmu-miR-592-5p with sequence AUUGUGUCAAUAUGCGAUGAUGU. The protein sequence of the target gene is MANLEESFPRGGTRKIHKPEKAFQQSVEQDNLFDISTEEGSTKRKKSQKGPAKTKKLKIEKRESSKSAREKFEILSVESLCEGMRILGCVKEVNELELVISLPNGLQGFVQVTEICDAYTKKLNEQVTQEQPLKDLLHLPELFSPGMLVRCVVSSLGITDRGKKSVKLSLNPKNVNRVLSAEALKPGMLLTGTVSSLEDHGYLVDIGVDGTRAFLPLLKAQEYIRQKNKGAKLKVGQYLNCIVEKVKGNGGVVSLSVGHSEVSTAIATEQQSWNLNNLLPGLVVKAQVQKVTPFGLTLNF.... Result: 0 (no interaction). (3) The miRNA is hsa-miR-6778-3p with sequence UGCCUCCCUGACAUUCCACAG. The protein sequence of the target gene is MAKGEGAESGSAAGLLPTSILQSTERPAQVKKEPKKKKQQLSVCNKLCYALGGAPYQVTGCALGFFLQIYLLDVAQKDEEVVFCFSSFQVGPFSASIILFVGRAWDAITDPLVGLCISKSPWTCLGRLMPWIIFSTPLAVIAYFLIWFVPDFPHGQTYWYLLFYCLFETMVTCFHVPYSALTMFISTEQTERDSATAYRMTVEVLGTVLGTAIQGQIVGQADTPCFQDLNSSTVASQSANHTHGTTSHRETQKAYLLAAGVIVCIYIICAVILILGVREQREPYEAQQSEPIAYFRGLRL.... Result: 1 (interaction). (4) The miRNA is hsa-miR-1263 with sequence AUGGUACCCUGGCAUACUGAGU. The protein sequence of the target gene is MAEVGGVFASLDWDLHGFSSSLGNVPLADSPGFLNERLGQIEGKLQRGSPTDFAHLKGILRRRQLYCRTGFHLEIFPNGTVHGTRHDHSRFGILEFISLAVGLISIRGVDSGLYLGMNERGELYGSKKLTRECVFREQFEENWYNTYASTLYKHSDSERQYYVALNKDGSPREGYRTKRHQKFTHFLPRPVDPSKLPSMSRDLFRYR. Result: 0 (no interaction). (5) The miRNA is hsa-miR-3191-5p with sequence CUCUCUGGCCGUCUACCUUCCA. The protein sequence of the target gene is MGLLDRLSVLLGLKKKEVHVLCLGLDNSGKTTIINKLKPSNAQSQNILPTIGFSIEKFKSSSLSFTVFDMSGQGRYRNLWEHYYKEGQAIIFVIDSSDRLRMVVAKEELDTLLNHPDIKHRRIPILFFANKMDLRDAVTSVKVSQLLCLENIKDKPWHICASDAIKGEGLQEGVDWLQDQIQTVKT. Result: 0 (no interaction). (6) The miRNA is hsa-miR-7113-3p with sequence CCUCCCUGCCCGCCUCUCUGCAG. The protein sequence of the target gene is MGFGRGCETTAVPLLVAVAALLVGTAGHLYPGEVCPGMDIRNNLTRLHELENCSVIEGHLQILLMFKTRPEDFRDLSFPKLIMITDYLLLFRVYGLESLKDLFPNLTVIRGSRLFFNYALVIFEMVHLKELGLYNLMNITRGSVRIEKNNELCYLATIDWSRILDSVEDNYIVLNKDDNEECGDVCPGTAKGKTNCPATVINGQFVERCWTHSHCQKVCPTICKSHGCTAEGLCCHKECLGNCSEPDDPTKCVACRNFYLDGQCVETCPPPYYHFQDWRCVNFSFCQDLHFKCRNSRKPG.... Result: 0 (no interaction). (7) The miRNA is hsa-miR-6758-5p with sequence UAGAGAGGGGAAGGAUGUGAUGU. The protein sequence of the target gene is MDLRVRTLLGGDRLRILLMFFHVMVQTVAEQEVENLSGLSTNPEKDIFVVRENGTTCLMAEFAAKFIVPYDVWASNYVDLITEQAEISLTRGAEVKGHCGHNESELEVFWVDHAYTLRMLFVKESHNTSKGPEATWNLNKVHFVYDSSEKTHFKAPVKVNKYIASSHHLSALVTPAGMSYECQAQQTISLASSDPQKTVTMILSAVHIQPFDIISDFVFSEEHKCPVDEQEQLEETLPLILGLILGLVIVITLVIYHIHHKMTANQVQIPRDRSQYKHMG. Result: 0 (no interaction).